The task is: Predict the reactants needed to synthesize the given product.. This data is from Full USPTO retrosynthesis dataset with 1.9M reactions from patents (1976-2016). (1) Given the product [CH:33]1([N:32]([CH2:31][C:24]2[C:25]3[C:26](=[N:27][CH:28]=[CH:29][CH:30]=3)[NH:22][CH:23]=2)[C:15](=[O:16])[O:17][C:18]([CH3:19])([CH3:20])[CH3:21])[CH2:35][CH2:34]1, predict the reactants needed to synthesize it. The reactants are: C(=O)([O-])[O-].[K+].[K+].[C:15](O[C:15]([O:17][C:18]([CH3:21])([CH3:20])[CH3:19])=[O:16])([O:17][C:18]([CH3:21])([CH3:20])[CH3:19])=[O:16].[NH:22]1[C:26]2=[N:27][CH:28]=[CH:29][CH:30]=[C:25]2[C:24]([CH2:31][NH:32][CH:33]2[CH2:35][CH2:34]2)=[CH:23]1.O. (2) Given the product [CH3:15][CH:2]([CH3:1])[CH2:3][C:4]([C:6]1[CH:7]=[CH:8][C:9]([C:10]([NH:41][CH2:42][CH2:43][C:44]([O:46][CH3:47])=[O:45])=[O:12])=[CH:13][CH:14]=1)=[O:5], predict the reactants needed to synthesize it. The reactants are: [CH3:1][CH:2]([CH3:15])[CH2:3][C:4]([C:6]1[CH:14]=[CH:13][C:9]([C:10]([OH:12])=O)=[CH:8][CH:7]=1)=[O:5].F[P-](F)(F)(F)(F)F.N1(OC(N(C)C)=[N+](C)C)C2N=CC=CC=2N=N1.Cl.[NH2:41][CH2:42][CH2:43][C:44]([O:46][CH3:47])=[O:45].C(N(CC)CC)C. (3) Given the product [Br:8][C:5]1[CH:6]=[CH:7][C:2]2[N:1]=[C:24]([CH2:23][CH:20]3[CH2:21][CH2:22][NH:17][CH2:18][CH2:19]3)[S:9][C:3]=2[CH:4]=1, predict the reactants needed to synthesize it. The reactants are: [NH2:1][C:2]1[CH:7]=[CH:6][C:5]([Br:8])=[CH:4][C:3]=1[SH:9].C(OC([N:17]1[CH2:22][CH2:21][CH:20]([CH2:23][C:24](O)=O)[CH2:19][CH2:18]1)=O)(C)(C)C.OP(O)(O)=O.S1(CCCC1)(=O)=O. (4) Given the product [N+:20]([C:23]1[CH:24]=[CH:25][C:26]([N:29]2[C:16](=[O:18])[C:7]3[N:8]=[N:9][C:10]4[CH:11]=[CH:12][CH:13]=[CH:14][C:15]=4[C:6]=3[NH:30]2)=[CH:27][CH:28]=1)([O-:22])=[O:21], predict the reactants needed to synthesize it. The reactants are: S(Cl)(Cl)=O.O[C:6]1[C:15]2[C:10](=[CH:11][CH:12]=[CH:13][CH:14]=2)[N:9]=[N:8][C:7]=1[C:16]([O:18]C)=O.[N+:20]([C:23]1[CH:28]=[CH:27][C:26]([NH:29][NH2:30])=[CH:25][CH:24]=1)([O-:22])=[O:21]. (5) Given the product [F:16][C:2]([F:1])([F:15])[C:3]1([C:6]2[CH:14]=[CH:13][C:9]([C:10]([O:12][CH2:25][CH2:24][CH2:26][O:18][C:17](=[O:20])[C:9]3[CH:8]=[CH:7][C:6]([C:3]4([C:2]([F:1])([F:16])[F:15])[N:4]=[N:5]4)=[CH:14][CH:13]=3)=[O:11])=[CH:8][CH:7]=2)[N:4]=[N:5]1, predict the reactants needed to synthesize it. The reactants are: [F:1][C:2]([F:16])([F:15])[C:3]1([C:6]2[CH:14]=[CH:13][C:9]([C:10]([OH:12])=[O:11])=[CH:8][CH:7]=2)[N:5]=[N:4]1.[C:17](=[O:20])([O-])[O-:18].[K+].[K+].I[C:24](I)([CH3:26])[CH3:25].